This data is from Full USPTO retrosynthesis dataset with 1.9M reactions from patents (1976-2016). The task is: Predict the reactants needed to synthesize the given product. (1) Given the product [Cl:11][C:12]1[C:13]([CH2:14][S:34]([C:31]2[CH:32]=[CH:33][C:28]([Cl:27])=[CH:29][CH:30]=2)(=[O:36])=[O:35])=[CH:18][C:19]([Cl:22])=[CH:20][N:21]=1, predict the reactants needed to synthesize it. The reactants are: [H-].C([Al+]CC(C)C)C(C)C.[Cl:11][C:12]1[N:21]=[CH:20][C:19]([Cl:22])=[CH:18][C:13]=1[C:14](OC)=O.S(Cl)(Cl)=O.[Cl:27][C:28]1[CH:33]=[CH:32][C:31]([S:34]([O-:36])=[O:35])=[CH:30][CH:29]=1.[Na+].C([O-])(=O)C.[K+]. (2) Given the product [NH2:19][C:13]1[N:14]=[CH:15][CH:16]=[C:17]2[C:12]=1[CH:11]=[N:10][C:9]([NH:8][C:6](=[O:7])[CH:5]([OH:4])[C:30]1[C:31](=[O:47])[N:32]([C:36]3[CH:37]=[CH:38][C:39]([O:42][C:43]([F:45])([F:46])[F:44])=[CH:40][CH:41]=3)[CH:33]=[CH:34][CH:35]=1)=[CH:18]2, predict the reactants needed to synthesize it. The reactants are: C([O:4][CH:5]([C:30]1[C:31](=[O:47])[N:32]([C:36]2[CH:41]=[CH:40][C:39]([O:42][C:43]([F:46])([F:45])[F:44])=[CH:38][CH:37]=2)[CH:33]=[CH:34][CH:35]=1)[C:6]([NH:8][C:9]1[N:10]=[CH:11][C:12]2[C:17]([CH:18]=1)=[CH:16][CH:15]=[N:14][C:13]=2[N:19]1C(=O)C2C(=CC=CC=2)C1=O)=[O:7])(=O)C.CO. (3) Given the product [Br:1][C:2]1[CH:11]=[C:10]([Cl:12])[CH:9]=[C:8]2[C:3]=1[CH:4]=[C:5]([N:20]1[CH2:21][CH2:22][CH:17]([N:16]([CH3:23])[CH3:15])[CH2:18][CH2:19]1)[NH:6][C:7]2=[O:13], predict the reactants needed to synthesize it. The reactants are: [Br:1][C:2]1[CH:11]=[C:10]([Cl:12])[CH:9]=[C:8]2[C:3]=1[CH:4]=[C:5](Cl)[NH:6][C:7]2=[O:13].[CH3:15][N:16]([CH3:23])[CH:17]1[CH2:22][CH2:21][NH:20][CH2:19][CH2:18]1. (4) Given the product [NH:38]1[C:34]([C:29]2[CH:30]=[CH:31][CH:32]=[CH:33][C:28]=2[C:24]2[CH:23]=[C:22]3[C:27](=[CH:26][CH:25]=2)[C@@H:19]([N:13]2[C:11]4=[N:12][C:7]([CH2:4][CH2:3][C@@H:2]([OH:5])[CH3:1])=[CH:8][C:9]([CH3:58])=[C:10]4[N:15]=[C:14]2[CH2:16][CH2:17][CH3:18])[CH2:20][CH2:21]3)=[N:35][N:36]=[N:37]1, predict the reactants needed to synthesize it. The reactants are: [CH3:1][C@H:2]([OH:5])[C:3]#[CH:4].Br[C:7]1[N:12]=[C:11]2[N:13]([C@@H:19]3[C:27]4[C:22](=[CH:23][C:24]([C:28]5[CH:33]=[CH:32][CH:31]=[CH:30][C:29]=5[C:34]5[N:38](C(C6C=CC=CC=6)(C6C=CC=CC=6)C6C=CC=CC=6)[N:37]=[N:36][N:35]=5)=[CH:25][CH:26]=4)[CH2:21][CH2:20]3)[C:14]([CH2:16][CH2:17][CH3:18])=[N:15][C:10]2=[C:9]([CH3:58])[CH:8]=1. (5) Given the product [F:33][C:30]([F:31])([F:32])[C:27]1[CH:28]=[CH:29][C:24]([O:23][CH2:22][C:20]2[NH:19][C:18]3[CH:34]=[CH:35][C:15]([C:10]4[CH:11]=[CH:12][CH:13]=[CH:14][C:9]=4[S:6]([NH2:5])(=[O:8])=[O:7])=[CH:16][C:17]=3[N:21]=2)=[CH:25][CH:26]=1, predict the reactants needed to synthesize it. The reactants are: C([NH:5][S:6]([C:9]1[CH:14]=[CH:13][CH:12]=[CH:11][C:10]=1[C:15]1[CH:35]=[CH:34][C:18]2[NH:19][C:20]([CH2:22][O:23][C:24]3[CH:29]=[CH:28][C:27]([C:30]([F:33])([F:32])[F:31])=[CH:26][CH:25]=3)=[N:21][C:17]=2[CH:16]=1)(=[O:8])=[O:7])(C)(C)C.Cl. (6) Given the product [CH3:1][O:2][C:3]1[CH:4]=[CH:5][C:6]([CH2:7][N:8]2[C:13]3[N:14]=[CH:15][C:16]([CH2:18][N:19]4[CH2:24][CH2:23][NH:22][CH2:21][CH2:20]4)=[CH:17][C:12]=3[C:11]3=[N:32][CH:33]=[N:34][N:10]3[C:9]2=[O:35])=[CH:36][CH:37]=1, predict the reactants needed to synthesize it. The reactants are: [CH3:1][O:2][C:3]1[CH:37]=[CH:36][C:6]([CH2:7][N:8]2[C:13]3[N:14]=[CH:15][C:16]([CH2:18][N:19]4[CH2:24][CH2:23][N:22](C(OC(C)(C)C)=O)[CH2:21][CH2:20]4)=[CH:17][C:12]=3[C:11]3=[N:32][CH:33]=[N:34][N:10]3[C:9]2=[O:35])=[CH:5][CH:4]=1.BrC1C=NC2N(CC3C=CC(OC)=CC=3)C(=O)N3N=CN=C3C=2C=1.C(OC(N1CCN(C[B-](F)(F)F)CC1)=O)(C)(C)C.[K+].C1(P(C2CCCCC2)C2C=CC=CC=2C2C(C(C)C)=CC(C(C)C)=CC=2C(C)C)CCCCC1.C([O-])([O-])=O.[Cs+].[Cs+].